Predict the product of the given reaction. From a dataset of Forward reaction prediction with 1.9M reactions from USPTO patents (1976-2016). (1) Given the reactants C(O[C:9]1[CH:14]=[C:13]([O:15][CH2:16][C:17]2[CH:22]=[CH:21][CH:20]=[CH:19][CH:18]=2)[C:12]([CH:23]([CH3:25])[CH3:24])=[CH:11][C:10]=1[C:26]1[O:30][N:29]=[C:28]([C:31](=[O:35])[NH:32][CH2:33][CH3:34])[C:27]=1[C:36]1[N:40]=[C:39]([C:41]([O:43]CC)=O)[O:38][N:37]=1)C1C=CC=CC=1.[CH2:46]([NH2:48])[CH3:47].[CH3:49][OH:50], predict the reaction product. The product is: [CH2:49]([O:50][C:9]1[CH:14]=[C:13]([O:15][CH2:16][C:17]2[CH:22]=[CH:21][CH:20]=[CH:19][CH:18]=2)[C:12]([CH:23]([CH3:24])[CH3:25])=[CH:11][C:10]=1[C:26]1[O:30][N:29]=[C:28]([C:31](=[O:35])[NH:32][CH2:33][CH3:34])[C:27]=1[C:36]1[N:40]=[C:39]([C:41]([NH:48][CH2:46][CH3:47])=[O:43])[O:38][N:37]=1)[C:9]1[CH:14]=[CH:13][CH:12]=[CH:11][CH:10]=1. (2) Given the reactants Cl.[O:2]=[C:3]1[NH:7][C:6](=[O:8])[CH:5]([CH2:9][C:10](N2CCN(C3C=CC(NC(C4N(CC)C5C(C=4)=C(OCC)C=CC=5)=O)=CC=3)CC2)=[O:11])[S:4]1.[N:41]1([C:47]2[CH:52]=[CH:51][C:50]([NH:53][C:54]([C:56]3[N:57]([CH2:67][CH3:68])[C:58]4[C:63]([CH:64]=3)=[C:62]([Cl:65])[C:61]([Cl:66])=[CH:60][CH:59]=4)=[O:55])=[CH:49][CH:48]=2)[CH2:46][CH2:45][NH:44][CH2:43][CH2:42]1.O=C1NC(=O)C(CC(O)=O)S1, predict the reaction product. The product is: [O:2]=[C:3]1[NH:7][C:6](=[O:8])[CH:5]([CH2:9][C:10]([N:44]2[CH2:45][CH2:46][N:41]([C:47]3[CH:52]=[CH:51][C:50]([NH:53][C:54]([C:56]4[N:57]([CH2:67][CH3:68])[C:58]5[C:63]([CH:64]=4)=[C:62]([Cl:65])[C:61]([Cl:66])=[CH:60][CH:59]=5)=[O:55])=[CH:49][CH:48]=3)[CH2:42][CH2:43]2)=[O:11])[S:4]1. (3) Given the reactants [CH:1]1([C:7]2[C:15]3[C:10](=[CH:11][C:12]([C:16]([O:18]C)=[O:17])=[CH:13][CH:14]=3)[NH:9][C:8]=2[C:20]2[CH:25]=[CH:24][CH:23]=[CH:22][N:21]=2)[CH2:6][CH2:5][CH2:4][CH2:3][CH2:2]1.[H-].[Na+].[CH2:28](Br)[C:29]1[CH:34]=[CH:33][CH:32]=[CH:31][CH:30]=1.O[Li].O, predict the reaction product. The product is: [CH2:28]([N:9]1[C:10]2[C:15](=[CH:14][CH:13]=[C:12]([C:16]([OH:18])=[O:17])[CH:11]=2)[C:7]([CH:1]2[CH2:6][CH2:5][CH2:4][CH2:3][CH2:2]2)=[C:8]1[C:20]1[CH:25]=[CH:24][CH:23]=[CH:22][N:21]=1)[C:29]1[CH:34]=[CH:33][CH:32]=[CH:31][CH:30]=1. (4) Given the reactants [Cl:1][C:2]1[C:3](I)=[CH:4][C:5]([NH:8][C:9]([C@@H:11]2[CH2:16][CH2:15][CH2:14][N:13]([C:17]([O:19][C:20]([CH3:23])([CH3:22])[CH3:21])=[O:18])[CH2:12]2)=[O:10])=[N:6][CH:7]=1.[F:25][C:26]1[CH:31]=[CH:30][CH:29]=[C:28](B2OC(C)(C)C(C)(C)O2)[N:27]=1.C(=O)([O-])[O-].[Na+].[Na+], predict the reaction product. The product is: [Cl:1][C:2]1[C:3]([C:28]2[CH:29]=[CH:30][CH:31]=[C:26]([F:25])[N:27]=2)=[CH:4][C:5]([NH:8][C:9]([C@@H:11]2[CH2:16][CH2:15][CH2:14][N:13]([C:17]([O:19][C:20]([CH3:23])([CH3:22])[CH3:21])=[O:18])[CH2:12]2)=[O:10])=[N:6][CH:7]=1. (5) Given the reactants C(OC([NH:8][C@@H:9]1[CH2:21][C:20]2[C:19]3[C:14](=[CH:15][CH:16]=[C:17]([F:22])[CH:18]=3)[N:13]([CH2:23][C:24]([O:26][CH2:27][CH3:28])=[O:25])[C:12]=2[CH2:11][CH2:10]1)=O)(C)(C)C.[ClH:29].O1CCOCC1, predict the reaction product. The product is: [ClH:29].[NH2:8][C@@H:9]1[CH2:21][C:20]2[C:19]3[C:14](=[CH:15][CH:16]=[C:17]([F:22])[CH:18]=3)[N:13]([CH2:23][C:24]([O:26][CH2:27][CH3:28])=[O:25])[C:12]=2[CH2:11][CH2:10]1.